This data is from Reaction yield outcomes from USPTO patents with 853,638 reactions. The task is: Predict the reaction yield, written as a fraction of the theoretical maximum amount of product (1.0 means a 100% yield; for example, 0.34 means a 34% yield). (1) The catalyst is C(Cl)Cl. The yield is 0.660. The reactants are C[O:2][C:3]([C:5]1([NH2:11])[CH2:10][CH2:9][CH2:8][CH2:7][CH2:6]1)=[O:4].[C:12](OC(OC(C)(C)C)=O)(OC(C)(C)C)=[O:13].C(N(CC)CC)C.[S:34]1[CH2:38][CH2:37][NH:36][CH2:35]1. The product is [S:34]1[CH2:38][CH2:37][N:36]([C:12]([NH:11][C:5]2([C:3]([OH:2])=[O:4])[CH2:10][CH2:9][CH2:8][CH2:7][CH2:6]2)=[O:13])[CH2:35]1. (2) The reactants are Cl[CH2:2][CH2:3][CH2:4][N:5]1[C:10]2[CH:11]=[C:12]([F:15])[CH:13]=[CH:14][C:9]=2[O:8][CH2:7][C:6]1=[O:16].C([O-])([O-])=O.[K+].[K+].[Na+].[I-].[CH2:25]([CH:29]1[CH2:34][CH2:33][NH:32][CH2:31][CH2:30]1)[CH2:26][CH2:27][CH3:28]. The catalyst is CCCCCCC.CCOC(C)=O. The product is [CH2:25]([CH:29]1[CH2:34][CH2:33][N:32]([CH2:2][CH2:3][CH2:4][N:5]2[C:10]3[CH:11]=[C:12]([F:15])[CH:13]=[CH:14][C:9]=3[O:8][CH2:7][C:6]2=[O:16])[CH2:31][CH2:30]1)[CH2:26][CH2:27][CH3:28]. The yield is 0.800. (3) The reactants are C1C=CC2N(O)N=NC=2C=1.[C:11]([C:13]1[CH:18]=[CH:17][C:16]([C:19]2[CH:20]=[N:21][N:22]([C:25]3[CH:33]=[CH:32][C:28]([C:29]([OH:31])=O)=[CH:27][N:26]=3)[C:23]=2[OH:24])=[CH:15][CH:14]=1)#[N:12].[C:34]([NH2:38])([CH3:37])([CH3:36])[CH3:35].CCN(C(C)C)C(C)C.CN(C(ON1N=NC2C=CC=NC1=2)=[N+](C)C)C.F[P-](F)(F)(F)(F)F. The catalyst is CN(C=O)C.CCOC(C)=O.CS(C)=O.C(Cl)CCl. The product is [C:34]([NH:38][C:29](=[O:31])[C:28]1[CH:32]=[CH:33][C:25]([N:22]2[C:23]([OH:24])=[C:19]([C:16]3[CH:15]=[CH:14][C:13]([C:11]#[N:12])=[CH:18][CH:17]=3)[CH:20]=[N:21]2)=[N:26][CH:27]=1)([CH3:37])([CH3:36])[CH3:35]. The yield is 0.168. (4) The reactants are [C:1]([O:5][C:6]([NH:8][C@H:9]([CH:13]=O)[CH:10]([CH3:12])[CH3:11])=[O:7])([CH3:4])([CH3:3])[CH3:2].[C:15]([CH2:20][CH2:21][CH2:22][CH:23]=P(C1C=CC=CC=1)(C1C=CC=CC=1)C1C=CC=CC=1)([O:17][CH2:18][CH3:19])=[O:16].[CH2:43](Cl)Cl. No catalyst specified. The product is [C:1]([O:5][C:6]([NH:8][C@@H:9]([CH:10]([CH3:11])[CH3:12])/[CH:13]=[C:20](\[CH2:21][CH2:22][CH2:23][CH3:43])/[C:15]([O:17][CH2:18][CH3:19])=[O:16])=[O:7])([CH3:2])([CH3:3])[CH3:4]. The yield is 0.537. (5) The reactants are C[O:2][C:3](=[O:35])[CH2:4][CH2:5][CH2:6][CH2:7][CH2:8][CH2:9][CH2:10][NH:11][C:12]([C:14]1[C:18]([CH3:19])=[C:17]([CH:20]=[N:21][N:22]=[C:23]2[C:31]3[C:26](=[CH:27][CH:28]=[C:29]([F:32])[CH:30]=3)[NH:25][C:24]2=[O:33])[NH:16][C:15]=1[CH3:34])=[O:13].CO.[Li+].[OH-].Cl. The catalyst is O. The product is [F:32][C:29]1[CH:30]=[C:31]2[C:26](=[CH:27][CH:28]=1)[NH:25][C:24](=[O:33])[C:23]2=[N:22][N:21]=[CH:20][C:17]1[NH:16][C:15]([CH3:34])=[C:14]([C:12]([NH:11][CH2:10][CH2:9][CH2:8][CH2:7][CH2:6][CH2:5][CH2:4][C:3]([OH:35])=[O:2])=[O:13])[C:18]=1[CH3:19]. The yield is 0.340. (6) The reactants are [NH2:1][C:2]1[CH:7]=[CH:6][N:5]([CH2:8][CH2:9][CH2:10][CH2:11][N:12]2[CH:16]=[C:15]([C:17]([NH:19][CH2:20][C:21]3[CH:26]=[CH:25][CH:24]=[C:23]([O:27][C:28]([F:31])([F:30])[F:29])[CH:22]=3)=[O:18])[N:14]=[N:13]2)[C:4](=[O:32])[CH:3]=1.Cl.[N:34]1[CH:39]=[CH:38][CH:37]=[CH:36][C:35]=1[CH2:40][C:41](O)=[O:42].CN(C(ON1N=NC2C=CC=NC1=2)=[N+](C)C)C.F[P-](F)(F)(F)(F)F.CCN(C(C)C)C(C)C.[OH-].[Na+]. The catalyst is CN(C=O)C.C(Cl)Cl. The product is [O:32]=[C:4]1[CH:3]=[C:2]([NH:1][C:41](=[O:42])[CH2:40][C:35]2[CH:36]=[CH:37][CH:38]=[CH:39][N:34]=2)[CH:7]=[CH:6][N:5]1[CH2:8][CH2:9][CH2:10][CH2:11][N:12]1[CH:16]=[C:15]([C:17]([NH:19][CH2:20][C:21]2[CH:26]=[CH:25][CH:24]=[C:23]([O:27][C:28]([F:30])([F:31])[F:29])[CH:22]=2)=[O:18])[N:14]=[N:13]1. The yield is 0.300. (7) The reactants are CN([CH:4]=[C:5]1[C:11](=O)[C:10]2[CH:13]=[CH:14][CH:15]=[CH:16][C:9]=2[NH:8][C:7](=[O:17])[CH2:6]1)C.Cl.[C:19]([NH2:24])(=[NH:23])[CH:20]([CH3:22])[CH3:21]. No catalyst specified. The product is [CH3:21][CH:20]([C:19]1[N:23]=[CH:4][C:5]2[CH2:6][C:7](=[O:17])[NH:8][C:9]3[CH:16]=[CH:15][CH:14]=[CH:13][C:10]=3[C:11]=2[N:24]=1)[CH3:22]. The yield is 0.870. (8) The reactants are [CH3:1][O:2][C:3]1[C:8]([N+:9]([O-])=O)=[CH:7][CH:6]=[CH:5][C:4]=1[C:12]1[S:16][C:15]([C:17]([OH:19])=[O:18])=[CH:14][CH:13]=1.C([O-])=O.[NH4+]. The catalyst is C(OCC)(=O)C.[Pd]. The product is [NH2:9][C:8]1[C:3]([O:2][CH3:1])=[C:4]([C:12]2[S:16][C:15]([C:17]([OH:19])=[O:18])=[CH:14][CH:13]=2)[CH:5]=[CH:6][CH:7]=1. The yield is 0.901.